This data is from Forward reaction prediction with 1.9M reactions from USPTO patents (1976-2016). The task is: Predict the product of the given reaction. (1) The product is: [C:4]1([CH:3]=[CH:2][C:1]([Cl:14])=[O:11])[CH:9]=[CH:8][CH:7]=[CH:6][CH:5]=1. Given the reactants [C:1]([OH:11])(=O)[CH:2]=[CH:3][C:4]1[CH:9]=[CH:8][CH:7]=[CH:6][CH:5]=1.S(Cl)([Cl:14])=O, predict the reaction product. (2) Given the reactants [F:1][C:2]([F:17])([F:16])[C:3]([F:15])([F:14])[C:4]([F:13])([F:12])[C:5]([F:11])([F:10])[C:6]([F:9])([F:8])[F:7], predict the reaction product. The product is: [F:1][C:2]([F:16])([F:17])[C:3]([F:14])([F:15])[C:4]([F:12])([F:13])[C:5]([F:11])([F:10])[C:6]([F:9])([F:8])[F:7].[CH2:6]=[CH:5][C:4]([F:12])([F:13])[C:3]([F:14])([F:15])[C:2]([F:1])([F:17])[F:16]. (3) The product is: [F:24][C:25]1[C:31]([F:32])=[C:30]([F:33])[CH:29]=[CH:28][C:26]=1[NH:27][C@@H:2]([CH3:4])[C:1]([O:6][CH3:7])=[O:5]. Given the reactants [C:1]([O:6][CH3:7])(=[O:5])[C@@H:2]([CH3:4])O.N1C(C)=CC=CC=1C.FC(F)(F)S(O)(=O)=O.[F:24][C:25]1[C:31]([F:32])=[C:30]([F:33])[CH:29]=[CH:28][C:26]=1[NH2:27].Cl, predict the reaction product. (4) The product is: [C:1]([O:5][C:6]([NH:8][C:9]1[CH:14]=[C:13]([C:15]#[C:16][C:19]2[CH:24]=[CH:23][CH:22]=[CH:21][CH:20]=2)[CH:12]=[CH:11][C:10]=1[F:17])=[O:7])([CH3:4])([CH3:3])[CH3:2]. Given the reactants [C:1]([O:5][C:6]([NH:8][C:9]1[CH:14]=[C:13]([C:15]#[CH:16])[CH:12]=[CH:11][C:10]=1[F:17])=[O:7])([CH3:4])([CH3:3])[CH3:2].I[C:19]1[CH:24]=[CH:23][CH:22]=[CH:21][CH:20]=1, predict the reaction product. (5) The product is: [CH3:1][O:2][CH2:3][C:4]1[C:13]([N+:25]([O-:27])=[O:26])=[C:12]([OH:14])[C:11]2[C:6](=[N:7][C:8]([C:15]3[C:20]([C:21]([F:24])([F:22])[F:23])=[CH:19][CH:18]=[CH:17][N:16]=3)=[CH:9][CH:10]=2)[N:5]=1. Given the reactants [CH3:1][O:2][CH2:3][C:4]1[CH:13]=[C:12]([OH:14])[C:11]2[C:6](=[N:7][C:8]([C:15]3[C:20]([C:21]([F:24])([F:23])[F:22])=[CH:19][CH:18]=[CH:17][N:16]=3)=[CH:9][CH:10]=2)[N:5]=1.[N+:25]([O-])([OH:27])=[O:26].[OH-].[Na+], predict the reaction product. (6) Given the reactants O=[C:2]1[CH2:11][CH2:10][CH2:9][C:8]2[CH:7]=[C:6]([O:12][S:13]([C:16]([F:19])([F:18])[F:17])(=[O:15])=[O:14])[CH:5]=[CH:4][C:3]1=2.Cl.[CH2:21]([C:25]1[CH:30]=[CH:29][C:28]([C:31]2[CH:36]=[CH:35][CH:34]=[C:33]([NH:37]N)[CH:32]=2)=[CH:27][CH:26]=1)[CH2:22][CH2:23][CH3:24], predict the reaction product. The product is: [CH2:21]([C:25]1[CH:30]=[CH:29][C:28]([C:31]2[CH:32]=[C:33]3[C:34]([C:11]4[CH2:10][CH2:9][C:8]5[CH:7]=[C:6]([O:12][S:13]([C:16]([F:19])([F:18])[F:17])(=[O:15])=[O:14])[CH:5]=[CH:4][C:3]=5[C:2]=4[NH:37]3)=[CH:35][CH:36]=2)=[CH:27][CH:26]=1)[CH2:22][CH2:23][CH3:24].